From a dataset of Forward reaction prediction with 1.9M reactions from USPTO patents (1976-2016). Predict the product of the given reaction. (1) Given the reactants [C:1]([C:3]1[CH:8]=[CH:7][CH:6]=[CH:5][C:4]=1[B:9]([OH:11])[OH:10])#[N:2].[CH2:12](O)[CH2:13][CH2:14]O, predict the reaction product. The product is: [O:10]1[CH2:14][CH2:13][CH2:12][O:11][B:9]1[C:4]1[CH:5]=[CH:6][CH:7]=[CH:8][C:3]=1[C:1]#[N:2]. (2) Given the reactants N#N.Br[CH2:4][CH2:5][CH2:6][CH2:7][CH2:8][CH2:9][C:10]([O:12][CH2:13][CH3:14])=[O:11].[CH3:15][C:16]1[CH:22]=[CH:21][C:19]([NH2:20])=[CH:18][C:17]=1[C:23]([F:26])([F:25])[F:24].CCN(C(C)C)C(C)C, predict the reaction product. The product is: [CH3:15][C:16]1[CH:22]=[CH:21][C:19]([NH:20][CH2:4][CH2:5][CH2:6][CH2:7][CH2:8][CH2:9][C:10]([O:12][CH2:13][CH3:14])=[O:11])=[CH:18][C:17]=1[C:23]([F:24])([F:25])[F:26]. (3) Given the reactants C[N:2]([CH:4]=[O:5])C.[NH2:6][C:7]1[CH:16]=[CH:15][C:10](C(OC)=O)=[CH:9][C:8]=1[Cl:17].C(N)=O.C[O-].[Na+], predict the reaction product. The product is: [NH2:6][C:7]1[CH:16]=[CH:15][C:10]([C:4]([NH2:2])=[O:5])=[CH:9][C:8]=1[Cl:17]. (4) Given the reactants [OH-].[Li+].[CH3:3][C:4]1[CH:24]=[C:23]([C:25]2[C:29]([CH3:30])=[C:28]([C:31]([O:33]CC)=[O:32])[N:27]([CH3:36])[N:26]=2)[CH:22]=[CH:21][C:5]=1[O:6][CH2:7][C:8]1[CH:13]=[CH:12][CH:11]=[CH:10][C:9]=1[N:14]1[C:18](=[O:19])[N:17]([CH3:20])[N:16]=[N:15]1.O1CCCC1.CO, predict the reaction product. The product is: [CH3:36][N:27]1[C:28]([C:31]([OH:33])=[O:32])=[C:29]([CH3:30])[C:25]([C:23]2[CH:22]=[CH:21][C:5]([O:6][CH2:7][C:8]3[CH:13]=[CH:12][CH:11]=[CH:10][C:9]=3[N:14]3[C:18](=[O:19])[N:17]([CH3:20])[N:16]=[N:15]3)=[C:4]([CH3:3])[CH:24]=2)=[N:26]1.